This data is from Full USPTO retrosynthesis dataset with 1.9M reactions from patents (1976-2016). The task is: Predict the reactants needed to synthesize the given product. (1) Given the product [CH3:20][C:12]1[C:11]([C:4]2[S:5][C:6]([C:7]([O:9][CH3:10])=[O:8])=[C:2]([O:1][CH2:30][CH:29]=[CH2:28])[N:3]=2)=[C:15]2[CH:16]=[CH:17][CH:18]=[CH:19][N:14]2[N:13]=1, predict the reactants needed to synthesize it. The reactants are: [OH:1][C:2]1[N:3]=[C:4]([C:11]2[C:12]([CH3:20])=[N:13][N:14]3[CH:19]=[CH:18][CH:17]=[CH:16][C:15]=23)[S:5][C:6]=1[C:7]([O:9][CH3:10])=[O:8].C(=O)([O-])[O-].[K+].[K+].Br[CH2:28][CH:29]=[CH2:30].O. (2) The reactants are: [Si:1]([O:8][CH2:9][C:10]1[C:18]2[O:17][N:16]=[C:15]([CH2:19][CH2:20][CH:21]3[CH2:26][CH2:25][N:24]([C:27]([O:29][C:30]([CH3:33])([CH3:32])[CH3:31])=[O:28])[CH2:23][CH2:22]3)[C:14]=2[CH:13]=[CH:12][C:11]=1[CH2:34][OH:35])([C:4]([CH3:7])([CH3:6])[CH3:5])([CH3:3])[CH3:2].[C:36]([C:38]1[CH:43]=[CH:42][C:41](O)=[CH:40][CH:39]=1)#[N:37].C1(P(C2C=CC=CC=2)C2C=CC=CC=2)C=CC=CC=1.N(C(OC(C)C)=O)=NC(OC(C)C)=O. Given the product [Si:1]([O:8][CH2:9][C:10]1[C:18]2[O:17][N:16]=[C:15]([CH2:19][CH2:20][CH:21]3[CH2:22][CH2:23][N:24]([C:27]([O:29][C:30]([CH3:33])([CH3:32])[CH3:31])=[O:28])[CH2:25][CH2:26]3)[C:14]=2[CH:13]=[CH:12][C:11]=1[CH2:34][O:35][C:41]1[CH:42]=[CH:43][C:38]([C:36]#[N:37])=[CH:39][CH:40]=1)([C:4]([CH3:5])([CH3:7])[CH3:6])([CH3:3])[CH3:2], predict the reactants needed to synthesize it.